Dataset: Forward reaction prediction with 1.9M reactions from USPTO patents (1976-2016). Task: Predict the product of the given reaction. (1) Given the reactants O=[CH:2][C@@H:3]([C@H:5]([C@@H:7]([C@@H:9]([CH2:11][OH:12])[OH:10])[OH:8])[OH:6])O.C(O[C:17](=[O:19])[CH3:18])(=O)C.Br.[C:21]([OH:24])(=O)[CH3:22].[C:25]([O-])(=[O:27])[CH3:26].[Na+].Br, predict the reaction product. The product is: [C:25]([O:6][C@H:5]1[C@H:7]([O:8][C:21](=[O:24])[CH3:22])[C@@H:9]([CH2:11][O:12][C:17](=[O:19])[CH3:18])[O:10][CH:2]=[CH:3]1)(=[O:27])[CH3:26]. (2) The product is: [C:18]([C:9]1[S:8]/[C:7](=[N:6]\[C:4](=[O:5])[C:3]2[CH:22]=[C:23]([C:26]([F:29])([F:28])[F:27])[CH:24]=[CH:25][C:2]=2/[CH:42]=[CH:41]/[S:38]([CH3:37])(=[O:40])=[O:39])/[N:11]([CH2:12][C@H:13]2[CH2:17][CH2:16][CH2:15][O:14]2)[CH:10]=1)([CH3:21])([CH3:20])[CH3:19]. Given the reactants Br[C:2]1[CH:25]=[CH:24][C:23]([C:26]([F:29])([F:28])[F:27])=[CH:22][C:3]=1[C:4](/[N:6]=[C:7]1\[S:8][C:9]([C:18]([CH3:21])([CH3:20])[CH3:19])=[CH:10][N:11]\1[CH2:12][C@H:13]1[CH2:17][CH2:16][CH2:15][O:14]1)=[O:5].C(N(CC)CC)C.[CH3:37][S:38]([CH:41]=[CH2:42])(=[O:40])=[O:39].C1(C)C=CC=CC=1P(C1C=CC=CC=1C)C1C=CC=CC=1C, predict the reaction product. (3) Given the reactants [CH:1]([OH:3])=O.C(OC(=O)C)(=O)C.[F:11][C:12]([F:31])([F:30])[C:13]1[CH:18]=[CH:17][C:16]([C:19]2[CH:20]=[C:21]3[C:26](=[CH:27][CH:28]=2)[NH:25][C:24](=[O:29])[CH2:23][NH:22]3)=[CH:15][CH:14]=1, predict the reaction product. The product is: [O:29]=[C:24]1[NH:25][C:26]2[C:21](=[CH:20][C:19]([C:16]3[CH:17]=[CH:18][C:13]([C:12]([F:31])([F:30])[F:11])=[CH:14][CH:15]=3)=[CH:28][CH:27]=2)[N:22]([CH:1]=[O:3])[CH2:23]1. (4) Given the reactants C([O:3][C:4](=[O:23])[C@H:5]([OH:22])[CH2:6][C@H:7]([NH2:21])[CH2:8][C:9]1[CH:14]=[CH:13][C:12]([C:15]2[CH:20]=[CH:19][CH:18]=[CH:17][CH:16]=2)=[CH:11][CH:10]=1)C.[C:24]([O:28][C:29](O[C:29]([O:28][C:24]([CH3:27])([CH3:26])[CH3:25])=[O:30])=[O:30])([CH3:27])([CH3:26])[CH3:25].C(Cl)Cl.CCN(C(C)C)C(C)C, predict the reaction product. The product is: [C:12]1([C:15]2[CH:16]=[CH:17][CH:18]=[CH:19][CH:20]=2)[CH:11]=[CH:10][C:9]([CH2:8][C@@H:7]([NH:21][C:29]([O:28][C:24]([CH3:27])([CH3:26])[CH3:25])=[O:30])[CH2:6][C@@H:5]([OH:22])[C:4]([OH:3])=[O:23])=[CH:14][CH:13]=1. (5) Given the reactants COCCOC.[C:7]([C:15]1[CH:20]=[CH:19][CH:18]=[CH:17][C:16]=1[S:21][CH2:22][CH:23]([CH2:26][CH3:27])[CH:24]=O)(=O)[C:8]1[CH:13]=[CH:12][CH:11]=[CH:10][CH:9]=1, predict the reaction product. The product is: [CH2:26]([CH:23]1[CH:24]=[C:7]([C:8]2[CH:13]=[CH:12][CH:11]=[CH:10][CH:9]=2)[C:15]2[CH:20]=[CH:19][CH:18]=[CH:17][C:16]=2[S:21][CH2:22]1)[CH3:27]. (6) Given the reactants [CH:1](=O)[C:2]1[CH:12]=[C:9]([O:10][CH3:11])[C:7]([OH:8])=[C:4]([O:5][CH3:6])[CH:3]=1.[NH:14]1[CH2:20][C:18](=[O:19])[NH:17][C:15]1=[O:16].C([O-])(=O)C.[Na+], predict the reaction product. The product is: [OH:8][C:7]1[C:9]([O:10][CH3:11])=[CH:12][C:2](/[CH:1]=[C:20]2/[C:18](=[O:19])[NH:17][C:15](=[O:16])[NH:14]/2)=[CH:3][C:4]=1[O:5][CH3:6].